From a dataset of Forward reaction prediction with 1.9M reactions from USPTO patents (1976-2016). Predict the product of the given reaction. Given the reactants [CH:1]1[C:13]2[NH:12][C:11]3[C:6](=[CH:7][CH:8]=[CH:9][CH:10]=3)[C:5]=2[CH:4]=[C:3]([C:14]([OH:16])=[O:15])[N:2]=1.[OH-].[Na+].S(Cl)(Cl)=O, predict the reaction product. The product is: [CH:1]1[C:13]2[NH:12][C:11]3[C:6](=[CH:7][CH:8]=[CH:9][CH:10]=3)[C:5]=2[CH:4]=[C:3]([C:14]([O:16][CH2:14][CH2:3][CH2:4][CH3:5])=[O:15])[N:2]=1.